This data is from Ames mutagenicity test results for genotoxicity prediction. The task is: Regression/Classification. Given a drug SMILES string, predict its toxicity properties. Task type varies by dataset: regression for continuous values (e.g., LD50, hERG inhibition percentage) or binary classification for toxic/non-toxic outcomes (e.g., AMES mutagenicity, cardiotoxicity, hepatotoxicity). Dataset: ames. The molecule is O=[N+]([O-])c1ccc(Nc2ccccc2)cc1. The result is 0 (non-mutagenic).